The task is: Regression/Classification. Given a drug SMILES string, predict its absorption, distribution, metabolism, or excretion properties. Task type varies by dataset: regression for continuous measurements (e.g., permeability, clearance, half-life) or binary classification for categorical outcomes (e.g., BBB penetration, CYP inhibition). Dataset: cyp1a2_veith.. This data is from CYP1A2 inhibition data for predicting drug metabolism from PubChem BioAssay. (1) The drug is CCCCCc1nc2c(C#N)c(-c3ccc(Cl)cc3)ccn2n1. The result is 1 (inhibitor). (2) The molecule is COC(=O)[C@@H]1CC[C@H](C)[C@@H](c2ccc(C)cc2)N1C(=O)c1ccc(/C=N\OC[C@@H](O)[C@H]2O[C@H]3OC(C)(C)O[C@H]3[C@@H]2O)cc1. The result is 0 (non-inhibitor). (3) The molecule is COCC(=O)N1CCC2(CCCN(c3ccccc3)C2)CC1. The result is 0 (non-inhibitor). (4) The drug is COc1ccc(CCNc2ccncn2)cc1.Cl. The result is 1 (inhibitor). (5) The molecule is Cc1noc(C)c1-c1nccc(N2CCN(C)CC2)n1. The result is 1 (inhibitor). (6) The molecule is C[C@@H](C(=O)Nc1ccc2ccccc2c1)[C@@H]1C[C@@]1(C)[C@@H](N)c1ccccc1. The result is 1 (inhibitor). (7) The compound is CCN(CC)c1ccc2cc(C(C)=O)c(=O)oc2c1. The result is 1 (inhibitor).